Dataset: Forward reaction prediction with 1.9M reactions from USPTO patents (1976-2016). Task: Predict the product of the given reaction. Given the reactants [Cl:1][C:2]1[N:7]=[C:6]([N:8]([C:24]([O:26][C:27]([CH3:30])([CH3:29])[CH3:28])=[O:25])[N:9]([C:17]([O:19][C:20]([CH3:23])([CH3:22])[CH3:21])=[O:18])[C:10]([O:12][C:13]([CH3:16])([CH3:15])[CH3:14])=[O:11])[C:5]([F:31])=[C:4](Cl)[N:3]=1.C(N(CC)CC)C.Cl.[NH2:41][CH2:42][C:43]1[S:44][CH:45]=[CH:46][N:47]=1, predict the reaction product. The product is: [Cl:1][C:2]1[N:7]=[C:6]([N:8]([C:24]([O:26][C:27]([CH3:30])([CH3:29])[CH3:28])=[O:25])[N:9]([C:10]([O:12][C:13]([CH3:14])([CH3:15])[CH3:16])=[O:11])[C:17]([O:19][C:20]([CH3:21])([CH3:22])[CH3:23])=[O:18])[C:5]([F:31])=[C:4]([NH:41][CH2:42][C:43]2[S:44][CH:45]=[CH:46][N:47]=2)[N:3]=1.